This data is from Catalyst prediction with 721,799 reactions and 888 catalyst types from USPTO. The task is: Predict which catalyst facilitates the given reaction. (1) Reactant: C[O:2][C:3]([C:5]1[C:6]([C:20]([F:23])([F:22])[F:21])=[N:7][C:8]([NH:11][C:12]2[CH:17]=[CH:16][CH:15]=[C:14]([C:18]#[N:19])[CH:13]=2)=[N:9][CH:10]=1)=[O:4].O.[OH-].[Li+]. Product: [C:18]([C:14]1[CH:13]=[C:12]([NH:11][C:8]2[N:7]=[C:6]([C:20]([F:21])([F:22])[F:23])[C:5]([C:3]([OH:4])=[O:2])=[CH:10][N:9]=2)[CH:17]=[CH:16][CH:15]=1)#[N:19]. The catalyst class is: 30. (2) Reactant: [OH:1][CH2:2][CH2:3][CH2:4][C:5](=O)[CH3:6].[Br:8][C:9]1[CH:10]=[CH:11][C:12]([OH:18])=[C:13]([C:15](=[O:17])[CH3:16])[CH:14]=1.N1CCCC1.C(O)(=O)C. Product: [Br:8][C:9]1[CH:14]=[C:13]2[C:12](=[CH:11][CH:10]=1)[O:18][C:5]([CH2:4][CH2:3][CH2:2][OH:1])([CH3:6])[CH2:16][C:15]2=[O:17]. The catalyst class is: 11. (3) Reactant: [OH:1][NH:2][C:3]([C:5]1[CH:31]=[CH:30][C:8]([CH2:9][N:10]([CH2:22][C:23]([O:25][C:26]([CH3:29])([CH3:28])[CH3:27])=[O:24])[C:11](=[O:21])[C:12]2[CH:17]=[CH:16][C:15]([N+:18]([O-:20])=[O:19])=[CH:14][CH:13]=2)=[CH:7][CH:6]=1)=[NH:4].Cl[C:33](Cl)(Cl)C(OC(=O)C(Cl)(Cl)Cl)=O.[NH3:45]. Product: [NH2:45][C:33]1[O:1][N:2]=[C:3]([C:5]2[CH:6]=[CH:7][C:8]([CH2:9][N:10]([CH2:22][C:23]([O:25][C:26]([CH3:27])([CH3:28])[CH3:29])=[O:24])[C:11](=[O:21])[C:12]3[CH:13]=[CH:14][C:15]([N+:18]([O-:20])=[O:19])=[CH:16][CH:17]=3)=[CH:30][CH:31]=2)[N:4]=1. The catalyst class is: 169. (4) The catalyst class is: 2. Product: [CH3:17][C:18]1[CH:26]=[CH:25][CH:24]=[CH:23][C:19]=1[C:20]([NH:7][CH2:6][C:5]1[CH:8]=[CH:9][C:2]([CH3:1])=[CH:3][CH:4]=1)=[O:21]. Reactant: [CH3:1][C:2]1[CH:9]=[CH:8][C:5]([CH2:6][NH2:7])=[CH:4][CH:3]=1.C(N(CC)CC)C.[CH3:17][C:18]1[CH:26]=[CH:25][CH:24]=[CH:23][C:19]=1[C:20](Cl)=[O:21]. (5) Reactant: [OH:1][C:2]([C@H:4]([C:6]1[CH:15]=[CH:14][C:9]([CH2:10][CH:11]([CH3:13])[CH3:12])=[CH:8][CH:7]=1)[CH3:5])=[O:3].[CH3:16][N:17]([CH2:19][C@@H:20]1[C@@:25]([OH:34])([C:26]2[CH:31]=[CH:30][CH:29]=[C:28]([O:32][CH3:33])[CH:27]=2)[CH2:24][CH2:23][CH2:22][CH2:21]1)[CH3:18]. Product: [CH3:18][N:17]([CH2:19][C@@H:20]1[C@@:25]([OH:34])([C:26]2[CH:31]=[CH:30][CH:29]=[C:28]([O:32][CH3:33])[CH:27]=2)[CH2:24][CH2:23][CH2:22][CH2:21]1)[CH3:16].[OH:3][C:2]([C@H:4]([C:6]1[CH:7]=[CH:8][C:9]([CH2:10][CH:11]([CH3:12])[CH3:13])=[CH:14][CH:15]=1)[CH3:5])=[O:1]. The catalyst class is: 5. (6) Reactant: [CH3:1][O:2][C:3]1[CH:12]=[CH:11][C:6]([C:7]([O:9][CH3:10])=[O:8])=[C:5](OS(C(F)(F)F)(=O)=O)[CH:4]=1.[CH3:21][CH:22]([CH3:26])[CH2:23][C:24]#[CH:25]. Product: [CH3:1][O:2][C:3]1[CH:12]=[CH:11][C:6]([C:7]([O:9][CH3:10])=[O:8])=[C:5]([C:25]#[C:24][CH2:23][CH:22]([CH3:26])[CH3:21])[CH:4]=1. The catalyst class is: 778. (7) Reactant: [CH3:1][C:2]([CH3:9])([CH3:8])[CH2:3][CH2:4][C:5]([OH:7])=O.[NH:10]1[CH2:15][CH2:14][CH2:13][CH2:12][CH2:11]1.C1C=CC2N(O)N=NC=2C=1.CCN=C=NCCCN(C)C.Cl. Product: [CH3:8][C:2]([CH3:1])([CH3:9])[CH2:3][CH2:4][C:5]([N:10]1[CH2:15][CH2:14][CH2:13][CH2:12][CH2:11]1)=[O:7]. The catalyst class is: 136. (8) Reactant: [O:1]1[C:5]2([CH2:10][CH2:9][C:8](=O)[CH2:7][CH2:6]2)[O:4][CH2:3][CH2:2]1.[NH:12]1[CH2:17][CH2:16][O:15][CH2:14][CH2:13]1.CC(O)=O.C([BH3-])#N.[Na+]. Product: [O:1]1[C:5]2([CH2:10][CH2:9][CH:8]([N:12]3[CH2:17][CH2:16][O:15][CH2:14][CH2:13]3)[CH2:7][CH2:6]2)[O:4][CH2:3][CH2:2]1. The catalyst class is: 315.